Dataset: Reaction yield outcomes from USPTO patents with 853,638 reactions. Task: Predict the reaction yield, written as a fraction of the theoretical maximum amount of product (1.0 means a 100% yield; for example, 0.34 means a 34% yield). (1) The reactants are FC(F)(F)C(O)=O.[Cl:8][C:9]1[CH:14]=[C:13]([F:15])[C:12]([C:16]2([C:36]#[N:37])[CH:20]([CH2:21][C:22]([CH3:25])([CH3:24])[CH3:23])[NH:19][CH:18]([C:26]([OH:28])=O)[CH:17]2[C:29]2[CH:34]=[CH:33][CH:32]=[C:31]([Cl:35])[CH:30]=2)=[C:11]([F:38])[CH:10]=1.CC1(C)[O:44][C@@H:43]([CH2:45][CH2:46][NH2:47])[CH2:42][O:41]1.CN(C(ON1N=NC2C=CC=NC1=2)=[N+](C)C)C.F[P-](F)(F)(F)(F)F.CCN(C(C)C)C(C)C.Cl. The catalyst is C(Cl)Cl.O1CCCC1. The product is [OH:44][C@H:43]([CH2:42][OH:41])[CH2:45][CH2:46][NH:47][C:26]([CH:18]1[CH:17]([C:29]2[CH:34]=[CH:33][CH:32]=[C:31]([Cl:35])[CH:30]=2)[C:16]([C:12]2[C:11]([F:38])=[CH:10][C:9]([Cl:8])=[CH:14][C:13]=2[F:15])([C:36]#[N:37])[CH:20]([CH2:21][C:22]([CH3:23])([CH3:24])[CH3:25])[NH:19]1)=[O:28]. The yield is 0.770. (2) No catalyst specified. The yield is 0.980. The reactants are S(=O)(=O)(O)O.[Cl:6][C:7]1[CH:16]=[CH:15][C:14]2[C:9](=[CH:10][CH:11]=[C:12]([CH3:17])[CH:13]=2)[N:8]=1.[N+:18]([O-])([OH:20])=[O:19]. The product is [Cl:6][C:7]1[CH:16]=[CH:15][C:14]2[C:9](=[CH:10][CH:11]=[C:12]([CH3:17])[C:13]=2[N+:18]([O-:20])=[O:19])[N:8]=1.